This data is from Full USPTO retrosynthesis dataset with 1.9M reactions from patents (1976-2016). The task is: Predict the reactants needed to synthesize the given product. Given the product [C:9]([O:8][P:6]([C:13]([F:64])([F:63])[C:14]1[CH:62]=[CH:61][C:17]([CH2:18][C:19]([C:49]2[CH:60]=[CH:59][C:52]([C:53]([O:55][CH:56]([CH3:57])[CH3:58])=[O:54])=[CH:51][CH:50]=2)([C:40](=[O:48])[C:41]2[CH:46]=[CH:45][C:44]([F:47])=[CH:43][CH:42]=2)[CH2:20][CH2:21][CH2:22][C:23]2[CH:28]=[CH:27][C:26]([C:29]([P:32]([O:37][CH2:38][CH3:39])([O:34][CH2:35][CH3:36])=[O:33])([F:31])[F:30])=[CH:25][CH:24]=2)=[CH:16][CH:15]=1)([O:5][C:1]([CH3:4])([CH3:2])[CH3:3])=[O:7])([CH3:12])([CH3:11])[CH3:10], predict the reactants needed to synthesize it. The reactants are: [C:1]([O:5][P:6]([C:13]([F:64])([F:63])[C:14]1[CH:62]=[CH:61][C:17]([CH2:18][C:19]([C:49]2[CH:60]=[CH:59][C:52]([C:53]([O:55][CH:56]([CH3:58])[CH3:57])=[O:54])=[CH:51][CH:50]=2)([C:40](=[O:48])[C:41]2[CH:46]=[CH:45][C:44]([F:47])=[CH:43][CH:42]=2)[CH2:20]/[CH:21]=[CH:22]/[C:23]2[CH:28]=[CH:27][C:26]([C:29]([P:32]([O:37][CH2:38][CH3:39])([O:34][CH2:35][CH3:36])=[O:33])([F:31])[F:30])=[CH:25][CH:24]=2)=[CH:16][CH:15]=1)([O:8][C:9]([CH3:12])([CH3:11])[CH3:10])=[O:7])([CH3:4])([CH3:3])[CH3:2].